Dataset: Catalyst prediction with 721,799 reactions and 888 catalyst types from USPTO. Task: Predict which catalyst facilitates the given reaction. (1) Reactant: N1C(Cl)=NC(Cl)=NC=1[Cl:3].CN(C)C=O.[Cl:15][C:16]1[C:17]([CH3:42])=[C:18]([CH:28]2[CH2:31][N:30]([C:32]([O:34][CH2:35][C:36]3[CH:41]=[CH:40][CH:39]=[CH:38][CH:37]=3)=[O:33])[CH2:29]2)[C:19]([O:25][CH2:26][CH3:27])=[C:20]([CH:22](O)[CH3:23])[CH:21]=1.O. Product: [Cl:15][C:16]1[C:17]([CH3:42])=[C:18]([CH:28]2[CH2:31][N:30]([C:32]([O:34][CH2:35][C:36]3[CH:41]=[CH:40][CH:39]=[CH:38][CH:37]=3)=[O:33])[CH2:29]2)[C:19]([O:25][CH2:26][CH3:27])=[C:20]([CH:22]([Cl:3])[CH3:23])[CH:21]=1. The catalyst class is: 4. (2) Reactant: C([Mg]Cl)(C)C.Br[C:7]1[CH:12]=[CH:11][C:10]([CH3:13])=[CH:9][N:8]=1.[F:14][C:15]1[CH:22]=[CH:21][C:20]([F:23])=[CH:19][C:16]=1[CH:17]=[O:18].[Cl-].[NH4+]. Product: [F:14][C:15]1[CH:22]=[CH:21][C:20]([F:23])=[CH:19][C:16]=1[CH:17]([OH:18])[C:7]1[CH:12]=[CH:11][C:10]([CH3:13])=[CH:9][N:8]=1. The catalyst class is: 7. (3) Reactant: FC1C=CC(C[O:7][C:8]2[CH:9]=[C:10]3[C:15](=[CH:16][CH:17]=2)[C:14](=[O:18])[N:13]([CH:19]([CH3:23])[C:20]([NH2:22])=[O:21])[CH2:12][CH2:11]3)=CC=1. Product: [OH:7][C:8]1[CH:9]=[C:10]2[C:15](=[CH:16][CH:17]=1)[C:14](=[O:18])[N:13]([CH:19]([CH3:23])[C:20]([NH2:22])=[O:21])[CH2:12][CH2:11]2. The catalyst class is: 29. (4) Reactant: [NH2:1][C:2]1[CH:3]=[C:4]([CH:8]([OH:12])[CH2:9][C:10]#[N:11])[CH:5]=[CH:6][CH:7]=1.CC1C=CC(S(O[CH2:24][CH:25]([CH2:29][CH2:30][CH3:31])[CH2:26][CH2:27][CH3:28])(=O)=O)=CC=1. Product: [OH:12][CH:8]([C:4]1[CH:5]=[CH:6][CH:7]=[C:2]([NH:1][CH2:24][CH:25]([CH2:29][CH2:30][CH3:31])[CH2:26][CH2:27][CH3:28])[CH:3]=1)[CH2:9][C:10]#[N:11]. The catalyst class is: 88. (5) Reactant: N(OC(C)(C)C)=O.[Br:8][C:9]1[CH:15]=[CH:14][C:12](N)=[C:11]([S:16][CH3:17])[C:10]=1[CH3:18].[CH3:19][S:20]SC. Product: [CH3:18][C:10]1[C:11]([S:16][CH3:17])=[C:12]([S:20][CH3:19])[CH:14]=[CH:15][C:9]=1[Br:8]. The catalyst class is: 536. (6) Reactant: [N+:1]([C:4]1[CH:13]=[C:12]2[C:7]([CH:8]=[N:9][C:10]3[N:11]2[N:14]=[C:15]([C:20]2[CH:25]=[CH:24][C:23]([O:26][C:27]4[CH:32]=[CH:31][CH:30]=[CH:29][CH:28]=4)=[CH:22][CH:21]=2)[C:16]=3[C:17]([NH2:19])=[O:18])=[CH:6][CH:5]=1)([O-:3])=[O:2].[BH4-].[Na+].O. Product: [N+:1]([C:4]1[CH:13]=[C:12]2[C:7]([CH2:8][NH:9][C:10]3[N:11]2[N:14]=[C:15]([C:20]2[CH:25]=[CH:24][C:23]([O:26][C:27]4[CH:28]=[CH:29][CH:30]=[CH:31][CH:32]=4)=[CH:22][CH:21]=2)[C:16]=3[C:17]([NH2:19])=[O:18])=[CH:6][CH:5]=1)([O-:3])=[O:2]. The catalyst class is: 271. (7) Product: [CH:1]1([NH:4][C:5]([NH:6][C:7]2[CH:8]=[CH:9][C:10]([C:13]3[N:14]=[C:15]([N:36]4[CH2:41][CH2:40][O:39][CH2:38][C@@H:37]4[CH3:42])[C:16]4[CH2:21][N:20]([CH2:22][CH:23]5[CH2:28][CH2:27][NH:26][CH2:25][CH2:24]5)[CH2:19][C:17]=4[N:18]=3)=[CH:11][CH:12]=2)=[O:43])[CH2:3][CH2:2]1. Reactant: [CH:1]1([NH:4][C:5](=[O:43])[NH:6][C:7]2[CH:12]=[CH:11][C:10]([C:13]3[N:14]=[C:15]([N:36]4[CH2:41][CH2:40][O:39][CH2:38][C@@H:37]4[CH3:42])[C:16]4[CH2:21][N:20]([CH2:22][CH:23]5[CH2:28][CH2:27][N:26](C(OC(C)(C)C)=O)[CH2:25][CH2:24]5)[CH2:19][C:17]=4[N:18]=3)=[CH:9][CH:8]=2)[CH2:3][CH2:2]1.Cl.CO. The catalyst class is: 12.